This data is from NCI-60 drug combinations with 297,098 pairs across 59 cell lines. The task is: Regression. Given two drug SMILES strings and cell line genomic features, predict the synergy score measuring deviation from expected non-interaction effect. (1) Drug 1: CC1=C(C(CCC1)(C)C)C=CC(=CC=CC(=CC(=O)O)C)C. Drug 2: CCCCC(=O)OCC(=O)C1(CC(C2=C(C1)C(=C3C(=C2O)C(=O)C4=C(C3=O)C=CC=C4OC)O)OC5CC(C(C(O5)C)O)NC(=O)C(F)(F)F)O. Cell line: DU-145. Synergy scores: CSS=53.4, Synergy_ZIP=1.27, Synergy_Bliss=0.670, Synergy_Loewe=-2.71, Synergy_HSA=2.19. (2) Drug 1: CC(C1=C(C=CC(=C1Cl)F)Cl)OC2=C(N=CC(=C2)C3=CN(N=C3)C4CCNCC4)N. Drug 2: C1=NC(=NC(=O)N1C2C(C(C(O2)CO)O)O)N. Cell line: COLO 205. Synergy scores: CSS=22.9, Synergy_ZIP=3.01, Synergy_Bliss=6.53, Synergy_Loewe=1.89, Synergy_HSA=2.68. (3) Drug 1: C1=CC=C(C(=C1)C(C2=CC=C(C=C2)Cl)C(Cl)Cl)Cl. Drug 2: CC12CCC3C(C1CCC2OP(=O)(O)O)CCC4=C3C=CC(=C4)OC(=O)N(CCCl)CCCl.[Na+]. Cell line: NCI/ADR-RES. Synergy scores: CSS=-3.53, Synergy_ZIP=0.910, Synergy_Bliss=-0.858, Synergy_Loewe=-2.53, Synergy_HSA=-4.00.